From a dataset of Experimentally validated miRNA-target interactions with 360,000+ pairs, plus equal number of negative samples. Binary Classification. Given a miRNA mature sequence and a target amino acid sequence, predict their likelihood of interaction. (1) The miRNA is hsa-miR-4495 with sequence AAUGUAAACAGGCUUUUUGCU. The protein sequence of the target gene is MDPQNQHGSGSSLVVIQQPSLDSRQRLDYEREIQPTAILSLDQIKAIRGSNEYTEGPSVVKRPAPRTAPRQEKHERTHEIIPINVNNNYEHRHTSHLGHAVLPSNARGPILSRSTSTGSAASSGSNSSASSEQGLLGRSPPTRPVPGHRSERAIRTQPKQLIVDDLKGSLKEDLTQHKFICEQCGKCKCGECTAPRTLPSCLACNRQCLCSAESMVEYGTCMCLVKGIFYHCSNDDEGDSYSDNPCSCSQSHCCSRYLCMGAMSLFLPCLLCYPPAKGCLKLCRRCYDWIHRPGCRCKNS.... Result: 0 (no interaction). (2) The miRNA is hsa-miR-4786-5p with sequence UGAGACCAGGACUGGAUGCACC. The protein sequence of the target gene is MDTCGVGYVALGEADPVGSMIVVDSPGQEELSQLDVKASETSGVEASIEMSLPPPLPGFEDSSDRRLPPDQESLTRLEQQDLSSEMSKVSNTRASKPSGRRGGRTARGAKRPQQRKPPSTPLVPGLLDQSNPLSTPMPKKRSQKSKGDLLLLKLSKGLDQPESPHPKRPPEDFETPSGERPRRRAAQVALLYLQELAEELSTALPAPPLSGPKSPKVSSPTKPKKTRQASSQGEEDGSARDEDFVLQVEGEDEEESEAPSENSSDPEPVAPRSTPRGPAAGKQKPHCRGMAPNGLPNYIM.... Result: 0 (no interaction). (3) Result: 0 (no interaction). The protein sequence of the target gene is MGDLPLNINIQEPRWDQSTFLGRARHFFTVTDPRNLLLSGEQLEASRNIVQNYRAGVATPGLTEDQLWRAKYVYDSAFHPDTGEKVVLIGRMSAQVPMNMTITGCMLTFYRKTPTVVFWQWVNQSFNAIVNYSNRSGDAPITVQQLGTAYVSATTGAVATALGLKSLTKHLPPLVGRFVPFAAVAAANCINIPLMRQRELQVGIPVTDEAGQRLGHSVTAAKQGIFQVVISRIGMAIPAMAIPPVIMNTLEKKDFLKRRPWLGAPLQVGLVGFCLVFATPLCCALFPQRSSIHVTRLEPE.... The miRNA is hsa-miR-140-3p with sequence UACCACAGGGUAGAACCACGG. (4) The miRNA is mmu-miR-466f-3p with sequence CAUACACACACACAUACACAC. The protein sequence of the target gene is MSSLHKSRIADFQDVLKEPSIVLEKLRELSFSGIPCEGGLRCLCWKILLNYLPLERASWTSILAKQRGLYSQFLREMIIQPGIAKANMGVFREDVTFEDHPLNPNPDSRWNTYFKDNEVLLQIDKDVRRLCPDISFFQRATEYPCLLILDPQNEFETLRKRVEQTTLKSQTVARNRSGVTNMSSPHKNSAPSALNEYEVLPNGCEAHWEVVERILFIYAKLNPGIAYVQGMNEIVGPLYYTFATDPNSEWKEHAEADTFFCFTNLMAEIRDNFIKSLDDSQCGITYKMEKVYSTLKDKDV.... Result: 1 (interaction). (5) The miRNA is mmu-miR-149-5p with sequence UCUGGCUCCGUGUCUUCACUCCC. The protein sequence of the target gene is MYSPYCLTQDEFHPFIEALLPHVRAFSYTWFNLQARKRKYFKKHEKRMSKDEERAVKDELLGEKPEIKQKWASRLLAKLRKDIRPEFREDFVLTITGKKPPCCVLSNPDQKGKIRRIDCLRQADKVWRLDLVMVILFKGIPLESTDGERLYKSPQCSNPGLCVQPHHIGVTIKELDLYLAYFVHTPESGQSDSSNQQGDADIKPLPNGHLSFQDCFVTSGVWNVTELVRVSQTPVATASGPNFSLADLESPSYYNINQVTLGRRSITSPPSTSSTKRPKSIDDSEMESPVDDVFYPGTGR.... Result: 1 (interaction). (6) The miRNA is mmu-miR-466d-5p with sequence UGUGUGUGCGUACAUGUACAUG. The protein sequence of the target gene is MGQEFSWEEAEAAGEIDVAELQEWYKKFVMECPSGTLFMHEFKRFFKVTDDEEASQYVEGMFRAFDKNGDNTIDFLEYVAALNLVLRGTLEHKLKWTFKIYDKDGNGCIDRLELLNIVEGIYQLKKACRRELQTEQGQLLTPEEVVDRIFLLVDENGDGQLSLNEFVEGARRDKWVMKMLQMDMNPSSWLAQQRRKSAMF. Result: 0 (no interaction). (7) The miRNA is cel-miR-253-3p with sequence UUAGUAGGCGUUGUGGGAAGGG. The protein sequence of the target gene is MYLETRRAIFVFWIFLQVQGTKDISINIYHSETKDIDNPPRNETTESTEKMYKMSTMRRIFDLAKHRTKRSAFFPTGVKVCPQESMKQILDSLQAYYRLRVCQEAVWEAYRIFLDRIPDTGEYQDWVSICQQETFCLFDIGKNFSNSQEHLDLLQQRIKQRSFPDRKDEISAEKTLGEPGETIVISTDVANVSLGPFPLTPDDTLLNEILDNTLNDTKMPTTERETEFAVLEEQRVELSVSLVNQKFKAELADSQSPYYQELAGKSQLQMQKIFKKLPGFKKIHVLGFRPKKEKDGSSST.... Result: 0 (no interaction).